From a dataset of Reaction yield outcomes from USPTO patents with 853,638 reactions. Predict the reaction yield, written as a fraction of the theoretical maximum amount of product (1.0 means a 100% yield; for example, 0.34 means a 34% yield). (1) The reactants are Cl[C:2]1[CH:7]=[CH:6][C:5]([Cl:8])=[CH:4][C:3]=1[N+:9]([O-:11])=[O:10].[NH2:12][CH2:13][CH2:14][OH:15]. The catalyst is C(O)CCC. The product is [Cl:8][C:5]1[CH:6]=[CH:7][C:2]([NH:12][CH2:13][CH2:14][OH:15])=[C:3]([N+:9]([O-:11])=[O:10])[CH:4]=1. The yield is 0.860. (2) The reactants are [OH:1][S:2]([OH:5])(=[O:4])=[O:3].[CH2:6]([NH:9][C:10]1[N:15]=[C:14]([NH:16][CH2:17][CH2:18][CH3:19])[N:13]=[C:12]([N:20]([CH3:23])[O:21][CH3:22])[N:11]=1)[CH2:7][CH3:8]. The catalyst is O1CCOCC1. The product is [S:2]([OH:5])([OH:4])(=[O:3])=[O:1].[CH2:6]([NH:9][C:10]1[N:15]=[C:14]([NH:16][CH2:17][CH2:18][CH3:19])[N:13]=[C:12]([N:20]([CH3:23])[O:21][CH3:22])[N:11]=1)[CH2:7][CH3:8]. The yield is 0.860. (3) The reactants are [OH-].[Na+].[CH:3]1([C:9]2[C:10]3[CH:11]=[CH:12][C:13]([C:28]([O:30]C)=[O:29])=[CH:14][C:15]=3[N:16]3[CH2:22][C:21](=[O:23])[CH2:20][C:19]4[CH:24]=[CH:25][CH:26]=[CH:27][C:18]=4[C:17]=23)[CH2:8][CH2:7][CH2:6][CH2:5][CH2:4]1.Cl. The catalyst is CO.O1CCCC1. The product is [CH:3]1([C:9]2[C:10]3[CH:11]=[CH:12][C:13]([C:28]([OH:30])=[O:29])=[CH:14][C:15]=3[N:16]3[CH2:22][C:21](=[O:23])[CH2:20][C:19]4[CH:24]=[CH:25][CH:26]=[CH:27][C:18]=4[C:17]=23)[CH2:4][CH2:5][CH2:6][CH2:7][CH2:8]1. The yield is 0.920.